From a dataset of Full USPTO retrosynthesis dataset with 1.9M reactions from patents (1976-2016). Predict the reactants needed to synthesize the given product. Given the product [CH3:1][S:2]([NH:5][C:6]1[CH:11]=[CH:10][CH:9]=[CH:8][C:7]=1[CH2:12][CH2:13][NH2:14])(=[O:4])=[O:3], predict the reactants needed to synthesize it. The reactants are: [CH3:1][S:2]([NH:5][C:6]1[CH:11]=[CH:10][CH:9]=[CH:8][C:7]=1[CH2:12][C:13]#[N:14])(=[O:4])=[O:3].